From a dataset of Full USPTO retrosynthesis dataset with 1.9M reactions from patents (1976-2016). Predict the reactants needed to synthesize the given product. (1) Given the product [OH:15][CH2:14][CH2:13][C@@H:12]([NH:11][C:8]1[CH:9]=[CH:10][C:5]([S:2]([NH2:1])(=[O:4])=[O:3])=[CH:6][C:7]=1[N+:25]([O-:27])=[O:26])[CH2:17][S:18][C:19]1[CH:20]=[CH:21][CH:22]=[CH:23][CH:24]=1, predict the reactants needed to synthesize it. The reactants are: [NH2:1][S:2]([C:5]1[CH:10]=[CH:9][C:8]([NH:11][C@@H:12]([CH2:17][S:18][C:19]2[CH:24]=[CH:23][CH:22]=[CH:21][CH:20]=2)[CH2:13][C:14](O)=[O:15])=[C:7]([N+:25]([O-:27])=[O:26])[CH:6]=1)(=[O:4])=[O:3].B.CO.Cl. (2) Given the product [C:38]([NH:1][C:2]1[C:3]([F:31])=[C:4]([CH:26]=[CH:27][C:28]=1[C:29]#[N:30])[C:5]([NH:7][C:8]1[C:9]([CH3:25])=[CH:10][C:11]([C:15]([F:24])([C:20]([F:21])([F:22])[F:23])[C:16]([F:18])([F:17])[F:19])=[CH:12][C:13]=1[CH3:14])=[O:6])(=[O:45])[C:39]1[CH:44]=[CH:43][CH:42]=[CH:41][CH:40]=1, predict the reactants needed to synthesize it. The reactants are: [NH2:1][C:2]1[C:3]([F:31])=[C:4]([CH:26]=[CH:27][C:28]=1[C:29]#[N:30])[C:5]([NH:7][C:8]1[C:13]([CH3:14])=[CH:12][C:11]([C:15]([F:24])([C:20]([F:23])([F:22])[F:21])[C:16]([F:19])([F:18])[F:17])=[CH:10][C:9]=1[CH3:25])=[O:6].N1C=CC=CC=1.[C:38](Cl)(=[O:45])[C:39]1[CH:44]=[CH:43][CH:42]=[CH:41][CH:40]=1. (3) Given the product [CH3:1][C:2]1[C:7]([N+:8]([O-:10])=[O:9])=[CH:6][CH:5]=[CH:4][C:3]=1[N:11]1[C:15](=[O:16])[N:14]([CH3:17])[N:13]=[N:12]1, predict the reactants needed to synthesize it. The reactants are: [CH3:1][C:2]1[C:7]([N+:8]([O-:10])=[O:9])=[CH:6][CH:5]=[CH:4][C:3]=1[N:11]1[C:15](=[O:16])[NH:14][N:13]=[N:12]1.[C:17](=O)([O-])[O-].[K+].[K+].COS(=O)(=O)OC.C(=O)(O)[O-].[Na+]. (4) Given the product [CH3:22][C:23]1[C:28]([C:2]2[N:11]=[C:10]([NH:12][CH2:13][CH:14]([C:16]3[CH:21]=[CH:20][CH:19]=[CH:18][CH:17]=3)[CH3:15])[C:9]3[C:4](=[CH:5][CH:6]=[CH:7][CH:8]=3)[N:3]=2)=[CH:27][N:26]2[CH:32]=[CH:33][N:34]=[C:25]2[CH:24]=1, predict the reactants needed to synthesize it. The reactants are: Cl[C:2]1[N:11]=[C:10]([NH:12][CH2:13][CH:14]([C:16]2[CH:21]=[CH:20][CH:19]=[CH:18][CH:17]=2)[CH3:15])[C:9]2[C:4](=[CH:5][CH:6]=[CH:7][CH:8]=2)[N:3]=1.[CH3:22][C:23]1[C:28](B(O)O)=[CH:27][N:26]2[CH:32]=[CH:33][N:34]=[C:25]2[CH:24]=1.C(NC1C2C(=CC=CC=2)N=C(C2SC3C=CC=CC=3C=2)N=1)(C1C=CC=CC=1)C1C=CC=CC=1. (5) Given the product [F:19][C:15]1[CH:14]=[C:13]([CH:12]([C@@H:20]2[CH2:25][CH2:24][CH2:23][N:22]([C:26]([O:28][C:29]([CH3:32])([CH3:31])[CH3:30])=[O:27])[CH2:21]2)[CH2:11][CH2:10][CH2:9][NH:8][C:43]([O:45][CH3:46])=[O:44])[CH:18]=[CH:17][CH:16]=1, predict the reactants needed to synthesize it. The reactants are: C(O)(C(F)(F)F)=O.[NH2:8][CH2:9][CH2:10][CH2:11][CH:12]([C@@H:20]1[CH2:25][CH2:24][CH2:23][N:22]([C:26]([O:28][C:29]([CH3:32])([CH3:31])[CH3:30])=[O:27])[CH2:21]1)[C:13]1[CH:18]=[CH:17][CH:16]=[C:15]([F:19])[CH:14]=1.CCN(C(C)C)C(C)C.Cl[C:43]([O:45][CH3:46])=[O:44]. (6) Given the product [CH2:15]([C:22]1[CH:27]=[CH:26][N:25]=[C:24]([NH:14][C:4]2[CH:5]=[CH:6][C:7]([N:8]3[CH:12]=[C:11]([CH3:13])[N:10]=[CH:9]3)=[C:2]([F:1])[CH:3]=2)[N:23]=1)[C:16]1[CH:17]=[CH:18][CH:19]=[CH:20][CH:21]=1, predict the reactants needed to synthesize it. The reactants are: [F:1][C:2]1[CH:3]=[C:4]([NH2:14])[CH:5]=[CH:6][C:7]=1[N:8]1[CH:12]=[C:11]([CH3:13])[N:10]=[CH:9]1.[CH2:15]([C:22]1[CH:27]=[CH:26][N:25]=[C:24](Cl)[N:23]=1)[C:16]1[CH:21]=[CH:20][CH:19]=[CH:18][CH:17]=1. (7) The reactants are: Br[C:2]1[CH:7]=[CH:6][C:5]([C:8]2[CH:12]=[CH:11][N:10]([CH2:13][O:14][CH2:15][CH2:16][Si:17]([CH3:20])([CH3:19])[CH3:18])[N:9]=2)=[CH:4][CH:3]=1.[CH3:36][C:31]1([CH3:37])[C:32](C)([CH3:35])[O:33][B:29]([B:29]2[O:33][C:32]([CH3:35])(C)[C:31]([CH3:37])([CH3:36])[O:30]2)[O:30]1.C([O-])(=O)C.[K+].O. Given the product [CH3:35][C:32]12[CH2:37][C:31]1([CH3:36])[O:30][B:29]([C:2]1[CH:7]=[CH:6][C:5]([C:8]3[CH:12]=[CH:11][N:10]([CH2:13][O:14][CH2:15][CH2:16][Si:17]([CH3:20])([CH3:19])[CH3:18])[N:9]=3)=[CH:4][CH:3]=1)[O:33]2, predict the reactants needed to synthesize it. (8) Given the product [C:1]([O:5][NH:6][C:7]([C@:9]1([CH3:38])[C@H:14]([NH:15][S:16]([C:19]2[CH:20]=[CH:21][C:22]([O:25][CH2:26][C:27]3[C:36]4[C:31](=[CH:32][CH:33]=[CH:34][CH:35]=4)[N:30]=[C:29]([CH3:37])[CH:28]=3)=[CH:23][CH:24]=2)(=[O:18])=[O:17])[CH2:13][CH2:12][N:11]([CH2:49][C:48]#[CH:47])[CH2:10]1)=[O:8])([CH3:4])([CH3:3])[CH3:2], predict the reactants needed to synthesize it. The reactants are: [C:1]([O:5][NH:6][C:7]([C@:9]1([CH3:38])[C@H:14]([NH:15][S:16]([C:19]2[CH:24]=[CH:23][C:22]([O:25][CH2:26][C:27]3[C:36]4[C:31](=[CH:32][CH:33]=[CH:34][CH:35]=4)[N:30]=[C:29]([CH3:37])[CH:28]=3)=[CH:21][CH:20]=2)(=[O:18])=[O:17])[CH2:13][CH2:12][NH:11][CH2:10]1)=[O:8])([CH3:4])([CH3:3])[CH3:2].[I-].[Na+].C(=O)([O-])[O-].[K+].[K+].[CH2:47](Cl)[C:48]#[CH:49]. (9) Given the product [Cl:18][C:15]1[CH:16]=[CH:17][C:12]([S:9]([N:8]([C:7]2[C:2]([C:36](=[O:45])[C:37]3[CH:42]=[CH:41][CH:40]=[CH:39][C:38]=3[S:43][CH3:44])=[N:3][C:4]([CH3:27])=[C:5]([Cl:26])[CH:6]=2)[CH2:23][O:24][CH3:25])(=[O:11])=[O:10])=[CH:13][C:14]=1[C:19]([F:22])([F:21])[F:20], predict the reactants needed to synthesize it. The reactants are: Br[C:2]1[C:7]([N:8]([CH2:23][O:24][CH3:25])[S:9]([C:12]2[CH:17]=[CH:16][C:15]([Cl:18])=[C:14]([C:19]([F:22])([F:21])[F:20])[CH:13]=2)(=[O:11])=[O:10])=[CH:6][C:5]([Cl:26])=[C:4]([CH3:27])[N:3]=1.C([Mg]Cl)(C)C.CON(C)[C:36](=[O:45])[C:37]1[CH:42]=[CH:41][CH:40]=[CH:39][C:38]=1[S:43][CH3:44].